This data is from Full USPTO retrosynthesis dataset with 1.9M reactions from patents (1976-2016). The task is: Predict the reactants needed to synthesize the given product. (1) Given the product [CH:35]1([C:10]2[C:9]3[C:14](=[CH:15][C:16]([F:17])=[C:7]([F:6])[CH:8]=3)[C:13](=[O:18])[N:12]([CH2:19][C:20]([O:22][CH2:23][CH3:24])=[O:21])[CH:11]=2)[CH2:34][CH2:33][CH:32]=[CH:31]1, predict the reactants needed to synthesize it. The reactants are: CN(C=O)C.[F:6][C:7]1[CH:8]=[C:9]2[C:14](=[CH:15][C:16]=1[F:17])[C:13](=[O:18])[N:12]([CH2:19][C:20]([O:22][CH2:23][CH3:24])=[O:21])[CH:11]=[C:10]2I.C([O-])(=O)C.[K+].[CH:31]1[CH2:35][CH2:34][CH2:33][CH:32]=1. (2) Given the product [CH:26]([NH:29][C:14]([C:12]1[N:13]=[C:8]([CH2:7][C:2]2[CH:3]=[CH:4][CH:5]=[CH:6][C:1]=2[C:20]2[CH:21]=[CH:22][CH:23]=[CH:24][CH:25]=2)[NH:9][C:10](=[O:19])[C:11]=1[OH:18])=[O:16])([CH3:28])[CH3:27], predict the reactants needed to synthesize it. The reactants are: [C:1]1([C:20]2[CH:25]=[CH:24][CH:23]=[CH:22][CH:21]=2)[CH:6]=[CH:5][CH:4]=[CH:3][C:2]=1[CH2:7][C:8]1[NH:9][C:10](=[O:19])[C:11]([OH:18])=[C:12]([C:14]([O:16]C)=O)[N:13]=1.[CH:26]([NH2:29])([CH3:28])[CH3:27]. (3) Given the product [Cl:14][C:15]1[CH:20]=[C:19]([O:5][C@@H:3]([CH3:4])[C:2]([F:7])([F:6])[F:1])[CH:18]=[CH:17][C:16]=1[S:22][C:23]([C:36]1[CH:37]=[CH:38][CH:39]=[CH:40][CH:41]=1)([C:24]1[CH:25]=[CH:26][CH:27]=[CH:28][CH:29]=1)[C:30]1[CH:35]=[CH:34][CH:33]=[CH:32][CH:31]=1, predict the reactants needed to synthesize it. The reactants are: [F:1][C:2]([F:7])([F:6])[C@@H:3]([OH:5])[CH3:4].CC(C)([O-])C.[Na+].[Cl:14][C:15]1[CH:20]=[C:19](F)[CH:18]=[CH:17][C:16]=1[S:22][C:23]([C:36]1[CH:41]=[CH:40][CH:39]=[CH:38][CH:37]=1)([C:30]1[CH:35]=[CH:34][CH:33]=[CH:32][CH:31]=1)[C:24]1[CH:29]=[CH:28][CH:27]=[CH:26][CH:25]=1. (4) The reactants are: [CH2:1]([O:3][C:4]([C@@:6]1([NH:11][C:12]([C@@H:14]2[CH2:18][C@@H:17]([O:19][C:20]3[C:29]4[C:24](=[CH:25][C:26]([O:30][CH3:31])=[CH:27][CH:28]=4)[N:23]=[C:22]([C:32]4[CH:37]=[CH:36][CH:35]=[CH:34][CH:33]=4)[CH:21]=3)[CH2:16][C@H:15]2[C:38]([N:40]([CH2:49][CH2:50][CH2:51][CH2:52][CH2:53][CH:54]=[CH2:55])[NH:41][C:42]([O:44][C:45]([CH3:48])([CH3:47])[CH3:46])=[O:43])=[O:39])=[O:13])[CH2:8][C@H:7]1C=C)=[O:5])[CH3:2]. Given the product [CH2:1]([O:3][C:4]([C@@:6]12[CH2:8][C@H:7]1[CH:55]=[CH:54][CH2:53][CH2:52][CH2:51][CH2:50][CH2:49][N:40]([NH:41][C:42]([O:44][C:45]([CH3:48])([CH3:46])[CH3:47])=[O:43])[C:38](=[O:39])[C@H:15]1[C@@H:14]([CH2:18][C@@H:17]([O:19][C:20]3[C:29]4[C:24](=[CH:25][C:26]([O:30][CH3:31])=[CH:27][CH:28]=4)[N:23]=[C:22]([C:32]4[CH:33]=[CH:34][CH:35]=[CH:36][CH:37]=4)[CH:21]=3)[CH2:16]1)[C:12](=[O:13])[NH:11]2)=[O:5])[CH3:2], predict the reactants needed to synthesize it. (5) The reactants are: [CH2:1]([O:3][C:4]([C:6]1[CH:7]=[N:8][N:9]([C:11]2[CH:16]=[CH:15][CH:14]=[C:13](Br)[CH:12]=2)[CH:10]=1)=[O:5])[CH3:2].[Cl:18][C:19]1[CH:24]=[CH:23][CH:22]=[CH:21][C:20]=1B(O)O.C(=O)([O-])[O-].[Na+].[Na+]. Given the product [Cl:18][C:19]1[CH:24]=[CH:23][CH:22]=[CH:21][C:20]=1[C:13]1[CH:14]=[CH:15][CH:16]=[C:11]([N:9]2[CH:10]=[C:6]([C:4]([O:3][CH2:1][CH3:2])=[O:5])[CH:7]=[N:8]2)[CH:12]=1, predict the reactants needed to synthesize it. (6) Given the product [NH:10]1[CH2:16][CH2:15][CH2:14][C:13](=[O:17])[C:12]2[CH:18]=[CH:19][CH:20]=[CH:21][C:11]1=2, predict the reactants needed to synthesize it. The reactants are: C1(C)C=CC(S([N:10]2[CH2:16][CH2:15][CH2:14][C:13](=[O:17])[C:12]3[CH:18]=[CH:19][CH:20]=[CH:21][C:11]2=3)(=O)=O)=CC=1.[OH-].[Na+]. (7) Given the product [CH3:1][O:2][C:3]1[CH:4]=[C:5]([C:9]2[CH:17]=[C:16]3[C:12]([C:13](=[CH:37][C:32]4[NH:33][C:34]5[C:30]([CH:31]=4)=[CH:29][C:28]([O:27][CH2:26][CH2:25][N:19]4[CH2:24][CH2:23][O:22][CH2:21][CH2:20]4)=[CH:36][CH:35]=5)[C:14](=[O:18])[NH:15]3)=[CH:11][CH:10]=2)[CH:6]=[CH:7][CH:8]=1, predict the reactants needed to synthesize it. The reactants are: [CH3:1][O:2][C:3]1[CH:4]=[C:5]([C:9]2[CH:17]=[C:16]3[C:12]([CH2:13][C:14](=[O:18])[NH:15]3)=[CH:11][CH:10]=2)[CH:6]=[CH:7][CH:8]=1.[N:19]1([CH2:25][CH2:26][O:27][C:28]2[CH:29]=[C:30]3[C:34](=[CH:35][CH:36]=2)[NH:33][C:32]([CH:37]=O)=[CH:31]3)[CH2:24][CH2:23][O:22][CH2:21][CH2:20]1. (8) Given the product [O:2]=[C:3]1[CH2:6][C:5]([C:7]([O:9][CH:10]([CH3:12])[CH3:11])=[O:8])([C:13]([O:15][CH:16]([CH3:17])[CH3:18])=[O:14])[CH2:4]1, predict the reactants needed to synthesize it. The reactants are: C[O:2][C:3]1(OC)[CH2:6][C:5]([C:13]([O:15][CH:16]([CH3:18])[CH3:17])=[O:14])([C:7]([O:9][CH:10]([CH3:12])[CH3:11])=[O:8])[CH2:4]1.C(O)(C(F)(F)F)=O. (9) Given the product [CH3:12][C:11]1[C:3]2[C:2](=[CH:7][CH:6]=[C:5]([N+:8]([O-:10])=[O:9])[CH:4]=2)[NH:15][N:14]=1, predict the reactants needed to synthesize it. The reactants are: F[C:2]1[CH:7]=[CH:6][C:5]([N+:8]([O-:10])=[O:9])=[CH:4][C:3]=1[C:11](=O)[CH3:12].[NH2:14][NH2:15]. (10) The reactants are: [Cl:1][C:2]1[CH:7]=[CH:6][C:5](/[CH:8]=[CH:9]/[N+:10]([O-])=O)=[C:4]([O:13][CH3:14])[CH:3]=1.[H-].[H-].[H-].[H-].[Li+].[Al+3]. Given the product [Cl:1][C:2]1[CH:7]=[CH:6][C:5]([CH2:8][CH2:9][NH2:10])=[C:4]([O:13][CH3:14])[CH:3]=1, predict the reactants needed to synthesize it.